This data is from Forward reaction prediction with 1.9M reactions from USPTO patents (1976-2016). The task is: Predict the product of the given reaction. (1) Given the reactants Br[C:2]1[CH:7]=[CH:6][C:5]([C@@H:8]([N:10]([C:18]2[N:23]=[C:22]([N:24]3[C@@H:28]([CH:29]([CH3:31])[CH3:30])[CH2:27][O:26][C:25]3=[O:32])[CH:21]=[CH:20][N:19]=2)[C:11](=[O:17])[O:12][C:13]([CH3:16])([CH3:15])[CH3:14])[CH3:9])=[CH:4][CH:3]=1.[CH:33]1([C:39]([NH2:41])=[O:40])[CH2:38][CH2:37][CH2:36][CH2:35][CH2:34]1.C(=O)([O-])[O-].[Cs+].[Cs+].CC1(C)C2C(=C(P(C3C=CC=CC=3)C3C=CC=CC=3)C=CC=2)OC2C(P(C3C=CC=CC=3)C3C=CC=CC=3)=CC=CC1=2, predict the reaction product. The product is: [CH:33]1([C:39]([NH:41][C:2]2[CH:7]=[CH:6][C:5]([C@@H:8]([N:10]([C:18]3[N:23]=[C:22]([N:24]4[C@@H:28]([CH:29]([CH3:31])[CH3:30])[CH2:27][O:26][C:25]4=[O:32])[CH:21]=[CH:20][N:19]=3)[C:11](=[O:17])[O:12][C:13]([CH3:16])([CH3:15])[CH3:14])[CH3:9])=[CH:4][CH:3]=2)=[O:40])[CH2:38][CH2:37][CH2:36][CH2:35][CH2:34]1. (2) Given the reactants [CH3:1][NH:2][CH2:3][C:4]1[CH:9]=[CH:8][C:7]([C:10]([N:12]2[CH2:18][C:17]3([CH3:20])[CH2:19][CH:13]2[CH2:14][C:15]([CH3:22])([CH3:21])[CH2:16]3)=[O:11])=[CH:6][CH:5]=1.[N:23]1([C:29](Cl)=[O:30])[CH2:28][CH2:27][O:26][CH2:25][CH2:24]1, predict the reaction product. The product is: [CH3:1][N:2]([CH2:3][C:4]1[CH:9]=[CH:8][C:7]([C:10]([N:12]2[CH2:18][C:17]3([CH3:20])[CH2:19][CH:13]2[CH2:14][C:15]([CH3:22])([CH3:21])[CH2:16]3)=[O:11])=[CH:6][CH:5]=1)[C:29]([N:23]1[CH2:28][CH2:27][O:26][CH2:25][CH2:24]1)=[O:30]. (3) Given the reactants [Br:1][C:2]1[CH:3]=[C:4]([S:8]([N:11]2[CH:15]=[CH:14][C:13](/[CH:16]=[CH:17]/[C:18]([OH:20])=O)=[CH:12]2)(=[O:10])=[O:9])[CH:5]=[CH:6][CH:7]=1.CN(C=O)C.C1C=CC2N(O)N=NC=2C=1.[C:36]([O:40][C:41](=[O:50])[NH:42][C:43]1[CH:48]=[CH:47][CH:46]=[CH:45][C:44]=1[NH2:49])([CH3:39])([CH3:38])[CH3:37], predict the reaction product. The product is: [C:36]([O:40][C:41](=[O:50])[NH:42][C:43]1[CH:48]=[CH:47][CH:46]=[CH:45][C:44]=1[NH:49][C:18](=[O:20])/[CH:17]=[CH:16]/[C:13]1[CH:14]=[CH:15][N:11]([S:8]([C:4]2[CH:5]=[CH:6][CH:7]=[C:2]([Br:1])[CH:3]=2)(=[O:9])=[O:10])[CH:12]=1)([CH3:39])([CH3:37])[CH3:38].